From a dataset of Human Reference Interactome with 51,813 positive PPI pairs across 8,248 proteins, plus equal number of experimentally-validated negative pairs. Binary Classification. Given two protein amino acid sequences, predict whether they physically interact or not. (1) Protein 1 (ENSG00000130511) has sequence MYAKGGKGSAVPSDSQAREKLALYVYEYLLHIGAQKSAQTFLSEIRWEKNITLGEPPGFLHSWWCVFWDLYCAAPDRREACEHSGEAKAFQDYSAAAAPSPVMGSMAPGDTMAAGSMAAGFFQGPPGSQPSPHNPNAPMMGPHGQPFMSPRFPGGPRPTLRMPSQPPAGLPGSQPLLPGAMEPSPRAQGHPSMGGPMQRVTPPRGMASVGPQSYGGGMRPPPNSLAGPGLPAMNMGPGVRGPWASPSGNSIPYSSSSPGSYTGPPGGGGPPGTPIMPSPGDSTNSSENMYTIMNPIGQGA.... Protein 2 (ENSG00000167861) has sequence XDSASSASPTVDGTTTGTAMDDADPPGPENLFVNYLSRIHREEDFQFILKGIARLLSNPLLQTYLPNSTKKIQFHQELLVLFWKLCDFNKKFLFFVLKSSDVLDILVPILFFLNDARADQSRVGLMHIGVFILLLLSGERNFGVRLNKPYSIRVPMDIPVFTGTHADLLIVVFHKIITSGHQRLQPLFDCLLTIVVNGRGPELALPALTTRWCQATGQPATCSRFQAPPAHRKNASLCTLHSSHIKKKG*MGSTDSKLNFRKAVIQLTTKTQPVEATDDAFWDQFWADTATSVQDVFALV.... Result: 0 (the proteins do not interact). (2) Protein 1 (ENSG00000111596) has sequence MVRTDGHTLSEKRNYQVTNSMFGASRKKFVEGVDSDYHDENMYYSQSSMFPHRSEKDMLASPSTSGQLSQFGASLYGQQSALGLPMRGMSNNTPQLNRSLSQGTQLPSHVTPTTGVPTMSLHTPPSPSRGILPMNPRNMMNHSQVGQGIGIPSRTNSMSSSGLGSPNRSSPSIICMPKQQPSRQPFTVNSMSGFGMNRNQAFGMNNSLSSNIFNGTDGSENVTGLDLSDFPALADRNRREGSGNPTPLINPLAGRAPYVGMVTKPANEQSQDFSIHNEDFPALPGSSYKDPTSSNDDSKS.... Protein 2 (ENSG00000117640) has sequence MSGMEATVTIPIWQNKPHGAARSVVRRIGTNLPLKPCARASFETLPNISDLCLRDVPPVPTLADIAWIAADEEETYARVRSDTRPLRHTWKPSPLIVMQRNASVPNLRGSEERLLALKKPALPALSRTTELQDELSHLRSQIAKIVAADAASASLTPDFLSPGSSNVSSPLPCFGSSFHSTTSFVISDITEETEVEVPELPSVPLLCSASPECCKPEHKAACSSSEEDDCVSLSKASSFADMMGILKDFHRMKQSQDLNRSLLKEEDPAVLISEVLRRKFALKEEDISRKGN*MSGMEAT.... Result: 1 (the proteins interact). (3) Protein 1 (ENSG00000152402) has sequence MSRRKISSESFSSLGSDYLETSPEEEGECPLSRLCWNGSRSPPGPLEPSPAAAAAAAAPAPTPAASAAAAAATAGARRVQRRRRVNLDSLGESISRLTAPSPQTIQQTLKRTLQYYEHQVIGYRDAEKNFHNISNRCSYADHSNKEEIEDVSGILQCTANILGLKFEEIQKRFGEEFFNICFHENERVLRAVGGTLQDFFNGFDALLEHIRTSFGKQATLESPSFLCKELPEGTLMLHYFHPHHIVGFAMLGMIKAAGKKIYRLDVEVEQVANEKLCSDVSNPGNCSCLTFLIKECENTN.... Result: 0 (the proteins do not interact). Protein 2 (ENSG00000122133) has sequence MLCLLLTLGVALVCGVPAMDIPQTKQDLELPKLAGTWHSMAMATNNISLMATLKAPLRVHITSLLPTPEDNLEIVLHRWENNSCVEKKVLGEKTENPKKFKINYTVANEATLLDTDYDNFLFLCLQDTTTPIQSMMCQYLARVLVEDDEIMQGFIRAFRPLPRHLWYLLDLKQMEEPCRF*MLCLLLTLGVALVCGVPAMDIPQTKQDLELPKLAGTWHSMAMATNNISLMATLKAPLRVHITSLLPTPEDNLEIVLHRWENNSCVEKKVLGEKTENPKKFKINYTVANEATLLDTDYDN.... (4) Protein 1 (ENSG00000160014) has sequence MADQLTEEQIAEFKEAFSLFDKDGDGTITTKELGTVMRSLGQNPTEAELQDMINEVDADGNGTIDFPEFLTMMARKMKDTDSEEEIREAFRVFDKDGNGYISAAELRHVMTNLGEKLTDEEVDEMIREADIDGDGQVNYEEFVQMMTAK*MRSLGQNPTEAELQDMINEVDADGNGTIDFPEFLTMMARKMKDTDSEEEIREAFRVFDKDGNGYISAAELRHVMTNLGEKLTDEEVDEMIREADIDGDGQVNYEEFVQMMTAK*MCVRAHQCPNDTKPHGPETGLYQTPKAVFLSWAWVI.... Protein 2 (ENSG00000166323) has sequence MPWKEESEFTKQDKAARVIQQAWKSFLNVAIFQHFKSLIDLRRQGEPRQIVKYINPKEAELLDAAAGIHVRFRLGGVKFPPDIYYKIFTHRPIEDLCANSPRNYAKLPAKHTSHNKNDHLQEEDHSGWYHRIENNGWRPVSDTFWLSTDGMVVEDKKESEFHFSKLKRRQDLEKKRKLRKIEWMRQMYYSGSLEAKSTHHETLGLIHTATKGLIRAFEDGGIDSVMEWEVDEVLNWTNTLNFDEYIASWKEIATSNSSANFKGFRFNQAQKNIYNYGGDISKMQMGIPDDTYYENVYQEP.... Result: 1 (the proteins interact).